This data is from Forward reaction prediction with 1.9M reactions from USPTO patents (1976-2016). The task is: Predict the product of the given reaction. (1) Given the reactants [CH3:1][C:2]1[C:3]([C:8]2[N:13]3[N:14]=[C:15]([NH2:17])[N:16]=[C:12]3[CH:11]=[C:10]([C:18]3[CH:19]=[N:20][CH:21]=[CH:22][CH:23]=3)[CH:9]=2)=[N:4][CH:5]=[CH:6][CH:7]=1.S([N:34]=[C:35]=[O:36])(C1C=CC(C)=CC=1)(=O)=O.N[CH2:38]C, predict the reaction product. The product is: [CH3:38][NH:34][C:35]([NH:17][C:15]1[N:16]=[C:12]2[CH:11]=[C:10]([C:18]3[CH:19]=[N:20][CH:21]=[CH:22][CH:23]=3)[CH:9]=[C:8]([C:3]3[C:2]([CH3:1])=[CH:7][CH:6]=[CH:5][N:4]=3)[N:13]2[N:14]=1)=[O:36]. (2) Given the reactants [C:1](/[C:3](=[C:9](/SC)\[N:10]1[CH2:15][CH2:14][CH2:13][CH2:12][CH2:11]1)/[C:4]([O:6]CC)=O)#[N:2].CS.C1CCN2C(=NCCC2)CC1.[CH3:31][NH:32][NH2:33], predict the reaction product. The product is: [CH3:31][N:32]1[C:9]([N:10]2[CH2:11][CH2:12][CH2:13][CH2:14][CH2:15]2)=[C:3]([C:1]#[N:2])[C:4](=[O:6])[NH:33]1. (3) Given the reactants [Br:1][C:2]1[CH:3]=[C:4]([CH:7]=[CH:8][CH:9]=1)[C:5]#[N:6].[Cl-].[NH4+].[N-:12]=[N+:13]=[N-:14].[Na+], predict the reaction product. The product is: [Br:1][C:2]1[CH:3]=[C:4]([C:5]2[NH:14][N:13]=[N:12][N:6]=2)[CH:7]=[CH:8][CH:9]=1. (4) Given the reactants [Cl:1][C:2]1[N:3]([CH2:9][C:10]2[S:25][C:13]3[N:14]([CH2:21][CH:22]([CH3:24])[CH3:23])[C:15](=[O:20])[N:16]([CH3:19])[C:17](=[O:18])[C:12]=3[C:11]=2[C:26]([N:28]2[CH2:32][CH:31]([O:33][Si](C(C)(C)C)(C)C)[CH2:30][O:29]2)=[O:27])[C:4](=[O:8])[S:5][C:6]=1[Cl:7].C(O)(=O)C.[F-].C([N+](CCCC)(CCCC)CCCC)CCC.C(=O)(O)[O-].[Na+], predict the reaction product. The product is: [Cl:1][C:2]1[N:3]([CH2:9][C:10]2[S:25][C:13]3[N:14]([CH2:21][CH:22]([CH3:24])[CH3:23])[C:15](=[O:20])[N:16]([CH3:19])[C:17](=[O:18])[C:12]=3[C:11]=2[C:26]([N:28]2[CH2:32][CH:31]([OH:33])[CH2:30][O:29]2)=[O:27])[C:4](=[O:8])[S:5][C:6]=1[Cl:7].